This data is from HIV replication inhibition screening data with 41,000+ compounds from the AIDS Antiviral Screen. The task is: Binary Classification. Given a drug SMILES string, predict its activity (active/inactive) in a high-throughput screening assay against a specified biological target. (1) The drug is N=c1ccn(C2OC(CO)C(F)C2F)c(=O)[nH]1. The result is 0 (inactive). (2) The result is 0 (inactive). The molecule is O=C1NC2C(=CC(O)C(O)C2O)c2cc3c(c(O)c21)OCO3. (3) The compound is CC1(C)SCc2nc3ccccc3n21. The result is 0 (inactive).